This data is from Forward reaction prediction with 1.9M reactions from USPTO patents (1976-2016). The task is: Predict the product of the given reaction. (1) Given the reactants [Br:1][C:2]1[CH:3]=[C:4]([CH:8]=[CH:9][C:10]=1[C:11]([O:13][CH3:14])=[O:12])[C:5](O)=[O:6].[NH4+].[Cl-].C[N:18](C(ON1N=NC2C=CC=NC1=2)=[N+](C)C)C.F[P-](F)(F)(F)(F)F.CCN(C(C)C)C(C)C, predict the reaction product. The product is: [Br:1][C:2]1[CH:3]=[C:4]([C:5](=[O:6])[NH2:18])[CH:8]=[CH:9][C:10]=1[C:11]([O:13][CH3:14])=[O:12]. (2) Given the reactants [NH:1]1[CH2:6][CH2:5][CH:4]([NH:7][C:8](=[O:14])[O:9][C:10]([CH3:13])([CH3:12])[CH3:11])[CH2:3][CH2:2]1.[Cl:15][C:16]1[CH:44]=[CH:43][CH:42]=[C:41]([Cl:45])[C:17]=1[C:18]([NH:20][C@H:21]([C:37]([O:39][CH3:40])=[O:38])[CH2:22][C:23]1[CH:28]=[CH:27][C:26](OS(C(F)(F)F)(=O)=O)=[CH:25][CH:24]=1)=[O:19].CC1(C)C2C=CC=C(P(C3C=CC=CC=3)C3C=CC=CC=3)C=2OC2C1=CC=CC=2P(C1C=CC=CC=1)C1C=CC=CC=1.C(=O)([O-])[O-].[Cs+].[Cs+], predict the reaction product. The product is: [C:10]([O:9][C:8]([NH:7][CH:4]1[CH2:3][CH2:2][N:1]([C:26]2[CH:27]=[CH:28][C:23]([CH2:22][C@@H:21]([C:37]([O:39][CH3:40])=[O:38])[NH:20][C:18](=[O:19])[C:17]3[C:41]([Cl:45])=[CH:42][CH:43]=[CH:44][C:16]=3[Cl:15])=[CH:24][CH:25]=2)[CH2:6][CH2:5]1)=[O:14])([CH3:11])([CH3:13])[CH3:12]. (3) Given the reactants [C:1]1([S:7]([C:10]([CH3:22])([CH3:21])[CH2:11][CH2:12][CH2:13][N:14]2[CH2:19][CH2:18][CH2:17][CH:16]([OH:20])[CH2:15]2)(=[O:9])=[O:8])[CH:6]=[CH:5][CH:4]=[CH:3][CH:2]=1.[CH2:23](I)[CH2:24][CH3:25], predict the reaction product. The product is: [C:1]1([S:7]([C:10]([CH3:22])([CH3:21])[CH2:11][CH2:12][CH2:13][N:14]2[CH2:19][CH2:18][CH2:17][CH:16]([O:20][CH2:23][CH2:24][CH3:25])[CH2:15]2)(=[O:8])=[O:9])[CH:2]=[CH:3][CH:4]=[CH:5][CH:6]=1. (4) Given the reactants C([O:3][C:4]([CH:6]1[CH2:11][CH2:10][CH2:9][N:8]([C:12](=[O:20])[C:13]2[CH:18]=[CH:17][C:16]([F:19])=[CH:15][CH:14]=2)[CH2:7]1)=[O:5])C.Cl.C(Cl)Cl, predict the reaction product. The product is: [F:19][C:16]1[CH:15]=[CH:14][C:13]([C:12]([N:8]2[CH2:9][CH2:10][CH2:11][CH:6]([C:4]([OH:5])=[O:3])[CH2:7]2)=[O:20])=[CH:18][CH:17]=1. (5) Given the reactants C([O:4][C@@H:5]1[C@@H:10]([O:11]C(=O)C)[C@H:9]([O:15]C(=O)C)[C@@H:8]([CH2:19][O:20]C(=O)C)[O:7][C@:6]21[C:32]1[C:27](=[CH:28][C:29]([Cl:42])=[C:30]([CH2:33][C:34]3[CH:39]=[CH:38][C:37]([CH2:40][CH3:41])=[CH:36][CH:35]=3)[CH:31]=1)[O:26][CH2:25][CH2:24]2)(=O)C.O(C)[Li], predict the reaction product. The product is: [Cl:42][C:29]1[CH:28]=[C:27]2[O:26][CH2:25][CH2:24][C@@:6]3([C@H:5]([OH:4])[C@@H:10]([OH:11])[C@H:9]([OH:15])[C@@H:8]([CH2:19][OH:20])[O:7]3)[C:32]2=[CH:31][C:30]=1[CH2:33][C:34]1[CH:35]=[CH:36][C:37]([CH2:40][CH3:41])=[CH:38][CH:39]=1.